Dataset: Peptide-MHC class II binding affinity with 134,281 pairs from IEDB. Task: Regression. Given a peptide amino acid sequence and an MHC pseudo amino acid sequence, predict their binding affinity value. This is MHC class II binding data. (1) The peptide sequence is AATGAATAATGGYKV. The MHC is DRB1_0101 with pseudo-sequence DRB1_0101. The binding affinity (normalized) is 0.425. (2) The MHC is HLA-DQA10301-DQB10302 with pseudo-sequence HLA-DQA10301-DQB10302. The binding affinity (normalized) is 0.496. The peptide sequence is SQDLELSWNLNGLRAY. (3) The peptide sequence is VNTLRFLVKNAGYLV. The binding affinity (normalized) is 0.839. The MHC is DRB5_0101 with pseudo-sequence DRB5_0101. (4) The peptide sequence is GALQIVDKIDAAFKI. The MHC is DRB1_1501 with pseudo-sequence DRB1_1501. The binding affinity (normalized) is 0.520. (5) The peptide sequence is SADEVQRMMAEIDTD. The MHC is HLA-DPA10103-DPB10402 with pseudo-sequence HLA-DPA10103-DPB10402. The binding affinity (normalized) is 0.0890. (6) The peptide sequence is SEMFMPRSIGGPVSS. The MHC is HLA-DQA10201-DQB10301 with pseudo-sequence HLA-DQA10201-DQB10301. The binding affinity (normalized) is 0.473.